Dataset: Full USPTO retrosynthesis dataset with 1.9M reactions from patents (1976-2016). Task: Predict the reactants needed to synthesize the given product. (1) Given the product [NH2:1][C:2]([C:4]1[CH:5]=[N:6][C:7]2[C:12]([C:13]=1[NH:14][C:15]1[CH:16]=[C:17]([CH:23]=[CH:24][CH:25]=1)[C:18]([O:20][CH2:21][CH3:22])=[O:19])=[CH:11][CH:10]=[C:9]([C:33]1[CH:32]=[CH:31][N:30]=[C:29]([C:27]#[N:28])[CH:34]=1)[CH:8]=2)=[O:3], predict the reactants needed to synthesize it. The reactants are: [NH2:1][C:2]([C:4]1[CH:5]=[N:6][C:7]2[C:12]([C:13]=1[NH:14][C:15]1[CH:16]=[C:17]([CH:23]=[CH:24][CH:25]=1)[C:18]([O:20][CH2:21][CH3:22])=[O:19])=[CH:11][CH:10]=[C:9](Br)[CH:8]=2)=[O:3].[C:27]([C:29]1[CH:34]=[C:33](B(O)O)[CH:32]=[CH:31][N:30]=1)#[N:28].C(=O)([O-])[O-].[K+].[K+]. (2) Given the product [C:13]([CH2:12][CH2:11][CH2:10][NH:9][C:38](=[O:39])[C@H:37]([CH3:41])[CH2:36][C@H:35]([O:42][Si:43]([C:46]([CH3:47])([CH3:49])[CH3:48])([CH3:45])[CH3:44])[C@@H:34]([NH:33][C:31]([O:30][C:26]([CH3:28])([CH3:27])[CH3:29])=[O:32])[CH2:50][C@@H:51]([CH:67]([CH3:68])[CH3:69])[CH2:52][C:53]1[CH:58]=[CH:57][C:56]([O:59][CH3:60])=[C:55]([O:61][CH2:62][CH2:63][CH2:64][O:65][CH3:66])[CH:54]=1)(=[O:14])[NH2:15], predict the reactants needed to synthesize it. The reactants are: C(N(CC)CC)C.Cl.[NH2:9][CH2:10][CH2:11][CH2:12][C:13]([NH2:15])=[O:14].C(OP(C#N)(=O)OCC)C.[C:26]([O:30][C:31]([NH:33][C@@H:34]([CH2:50][C@@H:51]([CH:67]([CH3:69])[CH3:68])[CH2:52][C:53]1[CH:58]=[CH:57][C:56]([O:59][CH3:60])=[C:55]([O:61][CH2:62][CH2:63][CH2:64][O:65][CH3:66])[CH:54]=1)[C@@H:35]([O:42][Si:43]([C:46]([CH3:49])([CH3:48])[CH3:47])([CH3:45])[CH3:44])[CH2:36][C@@H:37]([CH3:41])[C:38](O)=[O:39])=[O:32])([CH3:29])([CH3:28])[CH3:27]. (3) Given the product [CH2:1]([O:3][C:4](=[O:28])[CH2:5][CH2:6][C:7]1[CH:11]=[C:10]([C:12]2[CH:17]=[CH:16][CH:15]=[CH:14][CH:13]=2)[N:9]([C:18]2[CH:19]=[CH:20][C:21]([S:24]([CH3:27])(=[O:26])=[O:25])=[CH:22][CH:23]=2)[N:8]=1)[CH3:2], predict the reactants needed to synthesize it. The reactants are: [CH2:1]([O:3][C:4](=[O:28])/[CH:5]=[CH:6]/[C:7]1[CH:11]=[C:10]([C:12]2[CH:17]=[CH:16][CH:15]=[CH:14][CH:13]=2)[N:9]([C:18]2[CH:23]=[CH:22][C:21]([S:24]([CH3:27])(=[O:26])=[O:25])=[CH:20][CH:19]=2)[N:8]=1)[CH3:2]. (4) Given the product [CH:15]1([N:18]2[CH:7]=[CH:6][C:5]3[C:10](=[CH:11][CH:12]=[CH:13][C:4]=3[N+:1]([O-:3])=[O:2])[C:9]2=[O:14])[CH2:17][CH2:16]1, predict the reactants needed to synthesize it. The reactants are: [N+:1]([C:4]1[CH:13]=[CH:12][CH:11]=[C:10]2[C:5]=1[CH:6]=[CH:7]O[C:9]2=[O:14])([O-:3])=[O:2].[CH:15]1([NH2:18])[CH2:17][CH2:16]1.CO. (5) Given the product [OH:1][B:2]1[C:6]2[C:7]([CH2:11][CH2:12][C:13]([NH:15][S:16](=[O:19])(=[O:18])[NH2:17])=[O:14])=[CH:8][CH:9]=[CH:10][C:5]=2[CH2:4][O:3]1, predict the reactants needed to synthesize it. The reactants are: [OH:1][B:2]1[C:6]2[C:7]([CH2:11][CH2:12][C:13]([NH2:15])=[O:14])=[CH:8][CH:9]=[CH:10][C:5]=2[CH2:4][O:3]1.[S:16](Cl)(=[O:19])(=[O:18])[NH2:17]. (6) Given the product [CH3:19][O:18][C:11]1[CH:12]=[N:13][CH:14]=[C:15]([O:16][CH3:17])[C:10]=1[CH:2]1[N:1]([CH2:31][C:29]2[N:30]=[C:26]([C:20]3[CH:21]=[CH:22][CH:23]=[CH:24][CH:25]=3)[S:27][CH:28]=2)[C:6](=[O:8])[CH2:5][CH2:4][CH2:3]1, predict the reactants needed to synthesize it. The reactants are: [NH2:1][CH:2]([C:10]1[C:15]([O:16][CH3:17])=[CH:14][N:13]=[CH:12][C:11]=1[O:18][CH3:19])[CH2:3][CH2:4][CH2:5][C:6]([O:8]C)=O.[C:20]1([C:26]2[S:27][CH:28]=[C:29]([CH:31]=O)[N:30]=2)[CH:25]=[CH:24][CH:23]=[CH:22][CH:21]=1.